This data is from Catalyst prediction with 721,799 reactions and 888 catalyst types from USPTO. The task is: Predict which catalyst facilitates the given reaction. (1) Reactant: [CH3:1][S:2]([N:5]1[CH2:10][CH2:9][NH:8][CH2:7][CH2:6]1)(=[O:4])=[O:3].Br[CH2:12][CH2:13][CH2:14][OH:15].C(=O)([O-])[O-].[K+].[K+]. Product: [CH3:1][S:2]([N:5]1[CH2:10][CH2:9][N:8]([CH2:12][CH2:13][CH2:14][OH:15])[CH2:7][CH2:6]1)(=[O:4])=[O:3]. The catalyst class is: 10. (2) Reactant: [CH3:1][C:2]1[C:6]([C:7]2[CH:8]=[C:9]3[N:15]([CH:16]([C:23]4[CH:28]=[CH:27][CH:26]=[CH:25][CH:24]=4)[C:17]4[CH:22]=[CH:21][CH:20]=[CH:19][N:18]=4)[CH:14]=[C:13]([C:29]4[CH:38]=[CH:37][C:32]([C:33]([O:35]C)=[O:34])=[CH:31][CH:30]=4)[C:10]3=[N:11][CH:12]=2)=[C:5]([CH3:39])[O:4][N:3]=1.[OH-].[Li+].O.Cl. Product: [CH3:1][C:2]1[C:6]([C:7]2[CH:8]=[C:9]3[N:15]([CH:16]([C:23]4[CH:28]=[CH:27][CH:26]=[CH:25][CH:24]=4)[C:17]4[CH:22]=[CH:21][CH:20]=[CH:19][N:18]=4)[CH:14]=[C:13]([C:29]4[CH:30]=[CH:31][C:32]([C:33]([OH:35])=[O:34])=[CH:37][CH:38]=4)[C:10]3=[N:11][CH:12]=2)=[C:5]([CH3:39])[O:4][N:3]=1. The catalyst class is: 1. (3) Reactant: N.C([O:5][C@H:6]1[C@@H:10]([O:11]C(=O)C)[C@H:9]([N:15]2[CH:23]=[N:22][C:21]3[C:16]2=[N:17][C:18]([C:39]#[N:40])=[N:19][C:20]=3[NH:24][CH2:25][CH:26]2[C:38]3[CH:37]=[CH:36][CH:35]=[CH:34][C:33]=3[C:32]3[C:27]2=[CH:28][CH:29]=[CH:30][CH:31]=3)[O:8][C@@H:7]1[CH2:41][O:42]C(=O)C)(=O)C. Product: [NH2:40][CH2:39][C:18]1[N:17]=[C:16]2[C:21]([N:22]=[CH:23][N:15]2[C@H:9]2[C@H:10]([OH:11])[C@H:6]([OH:5])[C@@H:7]([CH2:41][OH:42])[O:8]2)=[C:20]([NH:24][CH2:25][CH:26]2[C:38]3[CH:37]=[CH:36][CH:35]=[CH:34][C:33]=3[C:32]3[C:27]2=[CH:28][CH:29]=[CH:30][CH:31]=3)[N:19]=1. The catalyst class is: 29. (4) Product: [NH2:2][C@@H:3]([CH2:14][CH:15]1[CH2:16][CH2:17][CH2:18][CH2:19][CH2:20]1)[C@@H:4]([O:13][Si:25]([C:22]([CH3:24])([CH3:23])[CH3:21])([CH3:27])[CH3:26])[CH2:5][C:6]([NH:8][CH2:9][CH2:10][CH2:11][CH3:12])=[O:7]. The catalyst class is: 31. Reactant: Cl.[NH2:2][C@@H:3]([CH2:14][CH:15]1[CH2:20][CH2:19][CH2:18][CH2:17][CH2:16]1)[C@@H:4]([OH:13])[CH2:5][C:6]([NH:8][CH2:9][CH2:10][CH2:11][CH3:12])=[O:7].[CH3:21][C:22]([Si:25](Cl)([CH3:27])[CH3:26])([CH3:24])[CH3:23].N1C=CN=C1. (5) Product: [Cl:1][C:2]1[CH:7]=[CH:6][C:5]([CH:8]([C:9]([C:11]2[CH:16]=[CH:15][CH:14]=[C:13]([I:17])[C:12]=2[F:18])=[O:10])[CH2:31][C:32]#[N:33])=[C:4]([F:19])[CH:3]=1. The catalyst class is: 1. Reactant: [Cl:1][C:2]1[CH:7]=[CH:6][C:5]([CH2:8][C:9]([C:11]2[CH:16]=[CH:15][CH:14]=[C:13]([I:17])[C:12]=2[F:18])=[O:10])=[C:4]([F:19])[CH:3]=1.[Li+].C[Si]([N-][Si](C)(C)C)(C)C.Br[CH2:31][C:32]#[N:33]. (6) Reactant: [CH3:1][C@H:2]1[NH:7][CH2:6][CH2:5][N:4]([CH:8]2[CH2:13][CH2:12][CH2:11][CH2:10][CH:9]2[C:14]2[CH:19]=[CH:18][CH:17]=[CH:16][CH:15]=2)[CH2:3]1.Br[CH2:21][C:22]([O:24][C:25]([CH3:28])([CH3:27])[CH3:26])=[O:23].C(N(C(C)C)CC)(C)C. Product: [CH3:1][C@@H:2]1[CH2:3][N:4]([CH:8]2[CH2:13][CH2:12][CH2:11][CH2:10][CH:9]2[C:14]2[CH:15]=[CH:16][CH:17]=[CH:18][CH:19]=2)[CH2:5][CH2:6][N:7]1[CH2:21][C:22]([O:24][C:25]([CH3:28])([CH3:27])[CH3:26])=[O:23]. The catalyst class is: 23. (7) Reactant: Cl[C:2]1[C:11]2[C:6](=[CH:7][CH:8]=[CH:9][CH:10]=2)[N:5]=[CH:4][C:3]=1[N:12]=[CH:13][N:14](C)C.Cl.[CH3:18][O:19]N. Product: [CH3:18][O:19][N:14]1[C:2]2[C:11]3[CH:10]=[CH:9][CH:8]=[CH:7][C:6]=3[N:5]=[CH:4][C:3]=2[N:12]=[CH:13]1. The catalyst class is: 8. (8) Reactant: [CH3:1][O:2][C:3]([C:5]1[C:13]2[C:8](=[C:9]([CH3:14])[CH:10]=[CH:11][CH:12]=2)[NH:7][CH:6]=1)=[O:4].Br[CH2:16][CH2:17][C:18]1[CH:23]=[CH:22][CH:21]=[CH:20][CH:19]=1. Product: [CH3:1][O:2][C:3]([C:5]1[C:13]2[C:8](=[C:9]([CH3:14])[CH:10]=[CH:11][CH:12]=2)[N:7]([CH2:16][CH2:17][C:18]2[CH:23]=[CH:22][CH:21]=[CH:20][CH:19]=2)[CH:6]=1)=[O:4]. The catalyst class is: 3. (9) Product: [NH2:39][CH:1]([C:4]1[CH:31]=[C:7]2[CH2:8][N:9]([C:13]([O:15][CH2:16][C:17]3[CH:22]=[C:21]([C:23]([F:26])([F:25])[F:24])[CH:20]=[C:19]([C:27]([F:30])([F:29])[F:28])[CH:18]=3)=[O:14])[CH2:10][CH2:11][CH2:12][N:6]2[N:5]=1)[CH3:2]. Reactant: [C:1]([C:4]1[CH:31]=[C:7]2[CH2:8][N:9]([C:13]([O:15][CH2:16][C:17]3[CH:22]=[C:21]([C:23]([F:26])([F:25])[F:24])[CH:20]=[C:19]([C:27]([F:30])([F:29])[F:28])[CH:18]=3)=[O:14])[CH2:10][CH2:11][CH2:12][N:6]2[N:5]=1)(=O)[CH3:2].C([O-])(=O)C.[NH4+].[BH3-]C#[N:39].[Na+]. The catalyst class is: 5.